From a dataset of Reaction yield outcomes from USPTO patents with 853,638 reactions. Predict the reaction yield, written as a fraction of the theoretical maximum amount of product (1.0 means a 100% yield; for example, 0.34 means a 34% yield). (1) The reactants are [NH2:1][C:2]1[O:6][N:5]=[C:4]([C:7]([F:10])([F:9])[F:8])[C:3]=1[CH2:11][CH2:12][CH2:13][CH2:14][CH2:15][CH2:16][CH2:17][CH2:18][CH2:19][CH2:20][CH2:21][CH2:22][CH3:23].[C:24]1([C:34]2[CH:39]=[CH:38][CH:37]=[CH:36][CH:35]=2)[CH:29]=[CH:28][C:27]([S:30](Cl)(=[O:32])=[O:31])=[CH:26][CH:25]=1. No catalyst specified. The product is [CH2:11]([C:3]1[C:4]([C:7]([F:10])([F:9])[F:8])=[N:5][O:6][C:2]=1[NH:1][S:30]([C:27]1[CH:26]=[CH:25][C:24]([C:34]2[CH:39]=[CH:38][CH:37]=[CH:36][CH:35]=2)=[CH:29][CH:28]=1)(=[O:32])=[O:31])[CH2:12][CH2:13][CH2:14][CH2:15][CH2:16][CH2:17][CH2:18][CH2:19][CH2:20][CH2:21][CH2:22][CH3:23]. The yield is 0.810. (2) The reactants are [Br:1][C:2]1[CH:7]=[CH:6][C:5]([C:8]2[O:9][C:10]([CH2:16][OH:17])=[C:11]([CH:13]([CH3:15])[CH3:14])[N:12]=2)=[CH:4][CH:3]=1. The catalyst is C(Cl)Cl. The product is [Br:1][C:2]1[CH:3]=[CH:4][C:5]([C:8]2[O:9][C:10]([CH:16]=[O:17])=[C:11]([CH:13]([CH3:15])[CH3:14])[N:12]=2)=[CH:6][CH:7]=1. The yield is 0.810. (3) The reactants are [F:1][C:2]1[CH:7]=[CH:6][CH:5]=[C:4]([NH2:8])[C:3]=1[NH2:9].[C:10](N1C=CN=C1)(N1C=CN=C1)=[O:11].N. The catalyst is C1COCC1.CO.O. The product is [F:1][C:2]1[C:3]2[NH:9][C:10](=[O:11])[NH:8][C:4]=2[CH:5]=[CH:6][CH:7]=1. The yield is 0.970. (4) The reactants are [Cl:1][C:2]1[CH:3]=[C:4]([C:19]2[N:23]=[C:22]([C:24]([NH:26][CH2:27][C:28]3[CH:33]=[CH:32][C:31]([OH:34])=[CH:30][CH:29]=3)=[O:25])[O:21][N:20]=2)[CH:5]=[C:6]([Cl:18])[C:7]=1[O:8]CC1C=CC(OC)=CC=1.[F:35][C:36]1[CH:41]=[CH:40][C:39](B(O)O)=[CH:38][C:37]=1[C:45]([F:48])([F:47])[F:46].N1C=CC=CC=1. The catalyst is ClCCl.CC([O-])=O.CC([O-])=O.[Cu+2]. The product is [Cl:1][C:2]1[CH:3]=[C:4]([C:19]2[N:23]=[C:22]([C:24]([NH:26][CH2:27][C:28]3[CH:29]=[CH:30][C:31]([O:34][C:39]4[CH:40]=[CH:41][C:36]([F:35])=[C:37]([C:45]([F:48])([F:47])[F:46])[CH:38]=4)=[CH:32][CH:33]=3)=[O:25])[O:21][N:20]=2)[CH:5]=[C:6]([Cl:18])[C:7]=1[OH:8]. The yield is 0.710. (5) The reactants are [Si:1]([O:8][C:9]1[C:17]2[N:16]=[C:15]([CH:18]([F:20])[F:19])[N:14]([C:21]3[N:26]=[C:25](Cl)[N:24]=[C:23]([N:28]4[CH2:33][CH2:32][O:31][CH2:30][CH2:29]4)[N:22]=3)[C:13]=2[CH:12]=[CH:11][CH:10]=1)([C:4]([CH3:7])([CH3:6])[CH3:5])([CH3:3])[CH3:2].[N:34]1([C:40]([O:42][C:43]([CH3:46])([CH3:45])[CH3:44])=[O:41])[CH2:39][CH2:38][NH:37][CH2:36][CH2:35]1. The catalyst is C1COCC1. The product is [Si:1]([O:8][C:9]1[C:17]2[N:16]=[C:15]([CH:18]([F:20])[F:19])[N:14]([C:21]3[N:22]=[C:23]([N:28]4[CH2:33][CH2:32][O:31][CH2:30][CH2:29]4)[N:24]=[C:25]([N:37]4[CH2:36][CH2:35][N:34]([C:40]([O:42][C:43]([CH3:46])([CH3:45])[CH3:44])=[O:41])[CH2:39][CH2:38]4)[N:26]=3)[C:13]=2[CH:12]=[CH:11][CH:10]=1)([C:4]([CH3:7])([CH3:6])[CH3:5])([CH3:3])[CH3:2]. The yield is 1.00.